From a dataset of Forward reaction prediction with 1.9M reactions from USPTO patents (1976-2016). Predict the product of the given reaction. (1) Given the reactants [CH2:1]([C:20]1[CH:25]=[CH:24][N:23]=[CH:22][CH:21]=1)[CH2:2][CH2:3][CH2:4][CH2:5][CH2:6][CH2:7][CH2:8][CH2:9][CH2:10][CH2:11][CH2:12][CH2:13][CH2:14][CH2:15][CH2:16][CH2:17][CH2:18][CH3:19].[NH2-].[Na+].C[N:29](C)C1C=CC=CC=1, predict the reaction product. The product is: [NH2:29][C:24]1[CH:25]=[C:20]([CH2:1][CH2:2][CH2:3][CH2:4][CH2:5][CH2:6][CH2:7][CH2:8][CH2:9][CH2:10][CH2:11][CH2:12][CH2:13][CH2:14][CH2:15][CH2:16][CH2:17][CH2:18][CH3:19])[CH:21]=[CH:22][N:23]=1. (2) Given the reactants [Cl:1][C:2]1[CH:3]=[CH:4][C:5]([C:28]([F:31])([F:30])[F:29])=[C:6]([CH:27]=1)[CH2:7][N:8]1[CH2:13][CH2:12][NH:11][C:10]2[N:14]=[CH:15][C:16]([C:18]3[CH:19]=[C:20]([CH:24]=[CH:25][CH:26]=3)[C:21](O)=[O:22])=[CH:17][C:9]1=2.[O:32]([CH2:39][CH2:40][NH2:41])[C:33]1[CH:38]=[CH:37][CH:36]=[CH:35][CH:34]=1, predict the reaction product. The product is: [Cl:1][C:2]1[CH:3]=[CH:4][C:5]([C:28]([F:29])([F:31])[F:30])=[C:6]([CH:27]=1)[CH2:7][N:8]1[CH2:13][CH2:12][NH:11][C:10]2[N:14]=[CH:15][C:16]([C:18]3[CH:19]=[C:20]([CH:24]=[CH:25][CH:26]=3)[C:21]([NH:41][CH2:40][CH2:39][O:32][C:33]3[CH:38]=[CH:37][CH:36]=[CH:35][CH:34]=3)=[O:22])=[CH:17][C:9]1=2. (3) Given the reactants [CH3:1][O:2][C:3]1[CH:10]=[CH:9][C:6]([CH2:7][SH:8])=[CH:5][CH:4]=1.C[O-].Br[CH2:14][CH2:15][CH2:16][CH2:17][CH2:18][CH2:19][CH2:20][CH2:21][CH2:22][CH2:23][CH2:24][CH2:25][OH:26], predict the reaction product. The product is: [CH3:1][O:2][C:3]1[CH:10]=[CH:9][C:6]([CH2:7][S:8][CH2:14][CH2:15][CH2:16][CH2:17][CH2:18][CH2:19][CH2:20][CH2:21][CH2:22][CH2:23][CH2:24][CH2:25][OH:26])=[CH:5][CH:4]=1. (4) Given the reactants Cl.[NH:2]1[CH2:7][CH2:6][CH:5]([C:8]2[N:13]=[C:12]([N:14]3[CH2:19][CH2:18][CH2:17][CH2:16][CH2:15]3)[N:11]=[C:10]([OH:20])[CH:9]=2)[CH2:4][CH2:3]1.[OH:21][C:22]1[CH:23]=[C:24]([CH:27]=[CH:28][C:29]=1[O:30][CH3:31])[CH:25]=O.C(N(CC)CC)C.C(O[BH-](OC(=O)C)OC(=O)C)(=O)C.[Na+], predict the reaction product. The product is: [OH:21][C:22]1[CH:23]=[C:24]([CH:27]=[CH:28][C:29]=1[O:30][CH3:31])[CH2:25][N:2]1[CH2:7][CH2:6][CH:5]([C:8]2[N:13]=[C:12]([N:14]3[CH2:15][CH2:16][CH2:17][CH2:18][CH2:19]3)[N:11]=[C:10]([OH:20])[CH:9]=2)[CH2:4][CH2:3]1. (5) Given the reactants Br[C:2]1[N:3]=[C:4]2[N:10]=[CH:9][NH:8][C:5]2=[N:6][CH:7]=1.[CH:11]1([C:15]2[CH:20]=[CH:19][C:18](B(O)O)=[C:17]([F:24])[C:16]=2[O:25][CH3:26])[CH2:14][CH2:13][CH2:12]1.C(Cl)Cl.C(=O)(O)[O-].[Na+], predict the reaction product. The product is: [CH:11]1([C:15]2[CH:20]=[CH:19][C:18]([C:2]3[N:3]=[C:4]4[N:10]=[CH:9][NH:8][C:5]4=[N:6][CH:7]=3)=[C:17]([F:24])[C:16]=2[O:25][CH3:26])[CH2:12][CH2:13][CH2:14]1. (6) Given the reactants [Cl:1][C:2]1[CH:11]=[CH:10][C:9]([C:12]2[CH:17]=[CH:16][CH:15]=[C:14]([CH:18]=[C:19]([F:21])[F:20])[N:13]=2)=[CH:8][C:3]=1[C:4]([O:6][CH3:7])=[O:5].[H][H], predict the reaction product. The product is: [Cl:1][C:2]1[CH:11]=[CH:10][C:9]([C:12]2[CH:17]=[CH:16][CH:15]=[C:14]([CH2:18][CH:19]([F:21])[F:20])[N:13]=2)=[CH:8][C:3]=1[C:4]([O:6][CH3:7])=[O:5].